From a dataset of Catalyst prediction with 721,799 reactions and 888 catalyst types from USPTO. Predict which catalyst facilitates the given reaction. (1) Reactant: [C:1]([C:5]1[N:10]=[C:9]2[N:11]([CH2:14][C:15]3[CH:20]=[CH:19][C:18]([O:21][CH3:22])=[CH:17][CH:16]=3)[N:12]=[CH:13][C:8]2=[C:7](Cl)[N:6]=1)([CH3:4])([CH3:3])[CH3:2].Cl.[F:25][C:26]1([F:31])[CH2:30][CH2:29][NH:28][CH2:27]1.CCN(C(C)C)C(C)C. Product: [C:1]([C:5]1[N:10]=[C:9]2[N:11]([CH2:14][C:15]3[CH:20]=[CH:19][C:18]([O:21][CH3:22])=[CH:17][CH:16]=3)[N:12]=[CH:13][C:8]2=[C:7]([N:28]2[CH2:29][CH2:30][C:26]([F:31])([F:25])[CH2:27]2)[N:6]=1)([CH3:4])([CH3:3])[CH3:2]. The catalyst class is: 3. (2) Reactant: [NH2:1][C:2]1[NH:6][N:5]=[C:4]([CH2:7][C:8]#[N:9])[C:3]=1[C:10]#[N:11].N1CCCCC1.[S:18]1[CH:22]=[CH:21][CH:20]=[C:19]1[CH:23]=O. Product: [NH2:1][C:2]1[NH:6][N:5]=[C:4]([C:7]([C:8]#[N:9])=[CH:23][C:19]2[S:18][CH:22]=[CH:21][CH:20]=2)[C:3]=1[C:10]#[N:11]. The catalyst class is: 14. (3) Reactant: [CH3:1][O:2][C:3](=[O:40])[N:4]([CH2:27][C:28]1[CH:33]=[C:32]([C:34]([F:37])([F:36])[F:35])[CH:31]=[C:30]([C:38]#[N:39])[CH:29]=1)[CH2:5][C:6]1[CH:11]=[C:10]([C:12]([F:15])([F:14])[F:13])[CH:9]=[CH:8][C:7]=1[C:16]1[CH:21]=[C:20]([CH:22]([CH3:24])[CH3:23])[CH:19]=[CH:18][C:17]=1[O:25][CH3:26].C([O-])([O-])=[O:42].[K+].[K+].OO.O. The catalyst class is: 197. Product: [CH3:1][O:2][C:3](=[O:40])[N:4]([CH2:27][C:28]1[CH:33]=[C:32]([C:34]([F:37])([F:36])[F:35])[CH:31]=[C:30]([C:38]([NH2:39])=[O:42])[CH:29]=1)[CH2:5][C:6]1[CH:11]=[C:10]([C:12]([F:14])([F:15])[F:13])[CH:9]=[CH:8][C:7]=1[C:16]1[CH:21]=[C:20]([CH:22]([CH3:24])[CH3:23])[CH:19]=[CH:18][C:17]=1[O:25][CH3:26]. (4) Product: [CH2:1]([N:8]1[C:12]2[CH2:13][O:14][CH2:15][CH2:16][C:11]=2[C:10]([C:17]#[N:18])=[C:9]1[NH:19][C:23]([CH:20]1[CH2:22][CH2:21]1)=[O:24])[C:2]1[CH:3]=[CH:4][CH:5]=[CH:6][CH:7]=1. The catalyst class is: 1. Reactant: [CH2:1]([N:8]1[C:12]2[CH2:13][O:14][CH2:15][CH2:16][C:11]=2[C:10]([C:17]#[N:18])=[C:9]1[NH2:19])[C:2]1[CH:7]=[CH:6][CH:5]=[CH:4][CH:3]=1.[CH:20]1([C:23](Cl)=[O:24])[CH2:22][CH2:21]1.C(N(C(C)C)CC)(C)C. (5) Reactant: [O:1]=[C:2]1[NH:7][CH2:6][CH2:5][N:4]([C:8]([O:10][C:11]([CH3:14])([CH3:13])[CH3:12])=[O:9])[CH2:3]1.[H-].[Na+].CS(O[CH2:22][CH2:23][C:24]1[C:25]([CH3:40])=[N:26][N:27]([CH3:39])[C:28]=1[N:29]1[C:37]2[C:32](=[CH:33][C:34]([Cl:38])=[CH:35][CH:36]=2)[CH:31]=[CH:30]1)(=O)=O.O. Product: [Cl:38][C:34]1[CH:33]=[C:32]2[C:37](=[CH:36][CH:35]=1)[N:29]([C:28]1[N:27]([CH3:39])[N:26]=[C:25]([CH3:40])[C:24]=1[CH2:23][CH2:22][N:7]1[CH2:6][CH2:5][N:4]([C:8]([O:10][C:11]([CH3:14])([CH3:13])[CH3:12])=[O:9])[CH2:3][C:2]1=[O:1])[CH:30]=[CH:31]2. The catalyst class is: 9.